Dataset: Full USPTO retrosynthesis dataset with 1.9M reactions from patents (1976-2016). Task: Predict the reactants needed to synthesize the given product. (1) Given the product [CH2:18]([C:9]1[C:10]2[CH:14]=[CH:13][S:12][C:11]=2[C:15]([CH3:17])=[CH:16][C:8]=1[O:7][C:4](=[CH:3][NH:20][C:22]1[CH:30]=[CH:31][CH:26]=[CH:27][CH:28]=1)[C:5]#[N:6])[CH3:19], predict the reactants needed to synthesize it. The reactants are: CN(C)[CH:3]([N:20]([CH3:22])C)[CH:4]([O:7][C:8]1[CH:16]=[C:15]([CH3:17])[C:11]2[S:12][CH:13]=[CH:14][C:10]=2[C:9]=1[CH2:18][CH3:19])[C:5]#[N:6].Cl.N[C:26]1[CH:31]=[CH:30]C=[CH:28][CH:27]=1.Cl.NC(N)=N.C[O-].[Na+].NC(N)=N. (2) The reactants are: [CH3:1][C:2]1[C:3]([C:18]([O:20][CH2:21][CH3:22])=[O:19])=[C:4]2[CH:9]=[CH:8][CH:7]=[N:6][N:5]2[C:10]=1[C:11]([O:13]C(C)(C)C)=[O:12].C(N(CC)CC)C.FC(F)(F)S(O[Si](C)(C)C)(=O)=O. Given the product [CH2:21]([O:20][C:18]([C:3]1[C:2]([CH3:1])=[C:10]([C:11]([OH:13])=[O:12])[N:5]2[C:4]=1[CH:9]=[CH:8][CH:7]=[N:6]2)=[O:19])[CH3:22], predict the reactants needed to synthesize it. (3) Given the product [CH3:21][S:22]([C:25]1[CH:32]=[CH:31][CH:30]=[CH:29][C:26]=1[CH2:27][N:4]1[CH2:5][CH2:6][CH2:7][N:1]([C:8]2[CH:9]=[CH:10][C:11]3[N:12]([C:14]([C:17]([F:18])([F:19])[F:20])=[N:15][N:16]=3)[N:13]=2)[CH2:2][CH2:3]1)(=[O:23])=[O:24], predict the reactants needed to synthesize it. The reactants are: [N:1]1([C:8]2[CH:9]=[CH:10][C:11]3[N:12]([C:14]([C:17]([F:20])([F:19])[F:18])=[N:15][N:16]=3)[N:13]=2)[CH2:7][CH2:6][CH2:5][NH:4][CH2:3][CH2:2]1.[CH3:21][S:22]([C:25]1[CH:32]=[CH:31][CH:30]=[CH:29][C:26]=1[CH:27]=O)(=[O:24])=[O:23]. (4) Given the product [F:18][C:15]1[CH:16]=[CH:17][C:12]([CH:10]=[CH:9][C:1]([C:2]2[CH:7]=[CH:6][CH:5]=[CH:4][CH:3]=2)=[O:8])=[CH:13][CH:14]=1, predict the reactants needed to synthesize it. The reactants are: [CH:1](=[O:8])[C:2]1[CH:7]=[CH:6][CH:5]=[CH:4][CH:3]=1.[CH3:9][C:10]([C:12]1[CH:17]=[CH:16][C:15]([F:18])=[CH:14][CH:13]=1)=O. (5) Given the product [CH:35]1[C:36]2[CH:24]([CH2:23][O:22][C:20]([NH:1][CH:2]3[CH:7]4[CH:3]3[CH2:4][N:5]([C:8]([O:10][C:11]([CH3:14])([CH3:13])[CH3:12])=[O:9])[CH2:6]4)=[O:21])[C:25]3[C:30](=[CH:29][CH:28]=[CH:27][CH:26]=3)[C:31]=2[CH:32]=[CH:33][CH:34]=1, predict the reactants needed to synthesize it. The reactants are: [NH2:1][CH:2]1[CH:7]2[CH:3]1[CH2:4][N:5]([C:8]([O:10][C:11]([CH3:14])([CH3:13])[CH3:12])=[O:9])[CH2:6]2.C(=O)(O)[O-].[Na+].[C:20](Cl)([O:22][CH2:23][CH:24]1[C:36]2[C:31](=[CH:32][CH:33]=[CH:34][CH:35]=2)[C:30]2[C:25]1=[CH:26][CH:27]=[CH:28][CH:29]=2)=[O:21]. (6) Given the product [Br:1][CH2:2][CH2:3][O:4][Si:9]([C:5]([CH3:8])([CH3:7])[CH3:6])([CH3:12])[CH3:11], predict the reactants needed to synthesize it. The reactants are: [Br:1][CH2:2][CH2:3][OH:4].[C:5]([Si:9]([CH3:12])([CH3:11])Cl)([CH3:8])([CH3:7])[CH3:6].N1C=CN=C1. (7) Given the product [C:41]([NH:29][S:26]([C:23]1[CH:22]=[CH:21][C:20]([C:18](/[CH:17]=[CH:16]/[C:14]2[CH:15]=[C:10]([C:2]3[NH:1][C:9]4[C:4]([CH:3]=3)=[CH:5][CH:6]=[CH:7][CH:8]=4)[C:11]([O:32][CH3:33])=[CH:12][C:13]=2[O:30][CH3:31])=[O:19])=[CH:25][CH:24]=1)(=[O:28])=[O:27])(=[O:45])[CH2:42][CH2:43][CH3:44], predict the reactants needed to synthesize it. The reactants are: [NH:1]1[C:9]2[C:4](=[CH:5][CH:6]=[CH:7][CH:8]=2)[CH:3]=[C:2]1[C:10]1[C:11]([O:32][CH3:33])=[CH:12][C:13]([O:30][CH3:31])=[C:14](/[CH:16]=[CH:17]/[C:18]([C:20]2[CH:25]=[CH:24][C:23]([S:26]([NH2:29])(=[O:28])=[O:27])=[CH:22][CH:21]=2)=[O:19])[CH:15]=1.CCN(CC)CC.[C:41](O[C:41](=[O:45])[CH2:42][CH2:43][CH3:44])(=[O:45])[CH2:42][CH2:43][CH3:44].O. (8) Given the product [F:9][C:10]1[CH:18]=[CH:17][C:13]([C:14]2([C:15]#[N:16])[CH2:7][CH2:6][NH:5][CH2:4][CH2:3]2)=[CH:12][CH:11]=1, predict the reactants needed to synthesize it. The reactants are: Cl.Cl[CH2:3][CH2:4][NH:5][CH2:6][CH2:7]Cl.[F:9][C:10]1[CH:18]=[CH:17][C:13]([CH2:14][C:15]#[N:16])=[CH:12][CH:11]=1.[H-].[Na+]. (9) Given the product [F:44][C:41]1[CH:39]=[C:19]([F:22])[CH:18]=[CH:17][C:16]=1[C:15]#[C:14][C:11]1[CH:12]=[CH:13][C:8]2[N:7]=[C:27]([C:29]3[CH:30]=[C:31]([CH:32]=[CH:33][CH:34]=3)[C:35]#[N:36])[CH2:26][C:25](=[O:37])[NH:24][C:9]=2[CH:10]=1, predict the reactants needed to synthesize it. The reactants are: C(OC(=O)[NH:7][C:8]1[CH:13]=[CH:12][C:11]([C:14]#[C:15][C:16]2C=C[C:19]([F:22])=[CH:18][C:17]=2F)=[CH:10][C:9]=1[NH:24][C:25](=[O:37])[CH2:26][C:27]([C:29]1[CH:34]=[CH:33][CH:32]=[C:31]([C:35]#[N:36])[CH:30]=1)=O)(C)(C)C.[C:39](O)([C:41]([F:44])(F)F)=O.